Dataset: Reaction yield outcomes from USPTO patents with 853,638 reactions. Task: Predict the reaction yield, written as a fraction of the theoretical maximum amount of product (1.0 means a 100% yield; for example, 0.34 means a 34% yield). (1) The reactants are [CH3:1][O:2][C:3]1[CH:4]=[CH:5][CH:6]=[C:7]2[C:11]=1[CH:10]([NH:12][C:13]1[C:18]([CH2:19][OH:20])=[CH:17][N:16]=[C:15]([S:21][CH3:22])[N:14]=1)[CH2:9][CH2:8]2. The catalyst is ClCCl.[O-2].[O-2].[Mn+4]. The product is [CH3:1][O:2][C:3]1[CH:4]=[CH:5][CH:6]=[C:7]2[C:11]=1[CH:10]([NH:12][C:13]1[C:18]([CH:19]=[O:20])=[CH:17][N:16]=[C:15]([S:21][CH3:22])[N:14]=1)[CH2:9][CH2:8]2. The yield is 0.800. (2) The reactants are [S:1](=[O:5])(=[O:4])([OH:3])[OH:2].C1COCC1.[F:11][C:12]1[CH:13]=[C:14]([NH:23][C:24]([C@@H:26]2[N:35]([C:36]([C@@H:38]3[CH2:41][C@H:40]([C:42]([OH:44])=[O:43])[CH2:39]3)=[O:37])[CH2:34][CH2:33][C:32]3[N:31]=[C:30]([O:45][CH3:46])[CH:29]=[CH:28][C:27]2=3)=[O:25])[CH:15]=[C:16]2[C:20]=1[C:19]([CH3:22])([CH3:21])[CH2:18][CH2:17]2. The catalyst is C1COCC1. The product is [S:1]([OH:5])([OH:4])(=[O:3])=[O:2].[F:11][C:12]1[CH:13]=[C:14]([NH:23][C:24]([C@@H:26]2[N:35]([C:36]([C@@H:38]3[CH2:41][C@H:40]([C:42]([OH:44])=[O:43])[CH2:39]3)=[O:37])[CH2:34][CH2:33][C:32]3[N:31]=[C:30]([O:45][CH3:46])[CH:29]=[CH:28][C:27]2=3)=[O:25])[CH:15]=[C:16]2[C:20]=1[C:19]([CH3:21])([CH3:22])[CH2:18][CH2:17]2. The yield is 0.920. (3) The reactants are Cl[C:2]1[N:23]=[CH:22][C:5]2[C:6]3[N:7]([CH:11]=[C:12]([C:14]4[N:15]([CH:19]([CH3:21])[CH3:20])[CH:16]=[CH:17][N:18]=4)[N:13]=3)[CH2:8][CH2:9][O:10][C:4]=2[CH:3]=1.C(O)(=O)C. The catalyst is C(O)C.[OH-].[OH-].[Pd+2]. The product is [CH:19]([N:15]1[CH:16]=[CH:17][N:18]=[C:14]1[C:12]1[N:13]=[C:6]2[C:5]3[CH:22]=[N:23][CH:2]=[CH:3][C:4]=3[O:10][CH2:9][CH2:8][N:7]2[CH:11]=1)([CH3:21])[CH3:20]. The yield is 0.390. (4) The reactants are C(N(CC)[C:4](=[O:20])[C:5]1[CH:10]=[CH:9][C:8]([O:11][CH2:12][CH2:13][N:14]2[CH2:19][CH2:18][O:17][CH2:16][CH2:15]2)=[CH:7][CH:6]=1)C.CN(C)CCN(C)C.[Li]C(CC)C.C1CCCCC1.[CH:42](=[O:45])[CH2:43][CH3:44].Cl.C([O-])(O)=O.[Na+]. The catalyst is C1COCC1. The product is [CH2:43]([CH:42]1[C:6]2[C:5](=[CH:10][CH:9]=[C:8]([O:11][CH2:12][CH2:13][N:14]3[CH2:15][CH2:16][O:17][CH2:18][CH2:19]3)[CH:7]=2)[C:4](=[O:20])[O:45]1)[CH3:44]. The yield is 0.390. (5) The product is [Br:39][C:35]1[CH:34]=[C:26]([C:27]2[N:28]=[C:29]([CH2:30][CH2:31][CH3:32])[N:8]([C:3]3[CH:4]=[CH:5][CH:6]=[CH:7][C:2]=3[CH3:10])[N:9]=2)[CH:38]=[CH:37][CH:36]=1. The catalyst is O. The yield is 0.800. The reactants are Cl.[C:2]1([CH3:10])[CH:7]=[CH:6][CH:5]=[CH:4][C:3]=1[NH:8][NH2:9].C(Cl)(Cl)(Cl)Cl.C(N(CC)CC)C.C(O[C:26]1([CH:38]=[CH:37][CH:36]=[C:35]([Br:39])[CH2:34]1)[CH:27]=[N:28][C:29](=O)[CH2:30][CH2:31][CH3:32])C. (6) The reactants are C([N:8]1[CH2:13][CH2:12][N:11]([C:14]2[NH:15][C:16]([C:19]3[CH:24]=[CH:23][C:22]([F:25])=[C:21]([C:26]([F:29])([F:28])[F:27])[CH:20]=3)=[CH:17][N:18]=2)[CH2:10][CH2:9]1)C1C=CC=CC=1.[NH4+].C([O-])=O. The catalyst is [OH-].[OH-].[Pd+2].CO. The product is [F:25][C:22]1[CH:23]=[CH:24][C:19]([C:16]2[NH:15][C:14]([N:11]3[CH2:10][CH2:9][NH:8][CH2:13][CH2:12]3)=[N:18][CH:17]=2)=[CH:20][C:21]=1[C:26]([F:29])([F:27])[F:28]. The yield is 0.970. (7) The reactants are CC(C)([O-])C.[K+].[OH:7][CH:8]1[CH2:12][CH2:11][N:10]([C:13]([O:15][C:16]([CH3:19])([CH3:18])[CH3:17])=[O:14])[CH2:9]1.Cl[C:21]1[N:22]=[N:23][C:24]([C:27]2[CH:32]=[CH:31][C:30]([N:33]3[CH:37]=[CH:36][CH:35]=[N:34]3)=[CH:29][C:28]=2[O:38][CH3:39])=[CH:25][CH:26]=1.O. The catalyst is C1COCC1. The product is [CH3:39][O:38][C:28]1[CH:29]=[C:30]([N:33]2[CH:37]=[CH:36][CH:35]=[N:34]2)[CH:31]=[CH:32][C:27]=1[C:24]1[N:23]=[N:22][C:21]([O:7][CH:8]2[CH2:12][CH2:11][N:10]([C:13]([O:15][C:16]([CH3:19])([CH3:18])[CH3:17])=[O:14])[CH2:9]2)=[CH:26][CH:25]=1. The yield is 1.00. (8) The reactants are [Br:1][C:2]1[CH:7]=[CH:6][C:5]([C:8]2[NH:12][N:11]=[C:10]([C:13]([F:16])([F:15])[F:14])[CH:9]=2)=[CH:4][CH:3]=1.Br[CH2:18][CH:19]([CH3:21])[CH3:20]. The catalyst is C(#N)C.O. The product is [Br:1][C:2]1[CH:3]=[CH:4][C:5]([C:8]2[N:12]([CH2:18][CH:19]([CH3:21])[CH3:20])[N:11]=[C:10]([C:13]([F:14])([F:16])[F:15])[CH:9]=2)=[CH:6][CH:7]=1. The yield is 0.380. (9) The product is [Br:1][CH2:2][CH2:3][CH2:4][CH2:5][CH2:6][CH2:7][CH2:8][CH2:9][CH:14]([O:15][CH3:16])[O:13][CH3:12]. The yield is 0.970. The catalyst is O1CCOCC1.C(=O)(O)[O-].[Na+].CO. The reactants are [Br:1][CH2:2][CH2:3][CH2:4][CH2:5][CH2:6][CH2:7][CH2:8][CH2:9]C=O.[CH3:12][O:13][CH:14](OC)[O:15][CH3:16].Cl.